This data is from Reaction yield outcomes from USPTO patents with 853,638 reactions. The task is: Predict the reaction yield, written as a fraction of the theoretical maximum amount of product (1.0 means a 100% yield; for example, 0.34 means a 34% yield). (1) The reactants are [Br:1][C:2]1[CH:3]=[C:4]([NH:13][CH:14]2[CH2:19][CH2:18][O:17][CH2:16][CH2:15]2)[C:5]([CH3:12])=[C:6]([CH:11]=1)[C:7]([O:9][CH3:10])=[O:8].[C:20](O)([C:22]([F:25])([F:24])[F:23])=O.[BH4-].[Na+].[OH-].[Na+]. The catalyst is Cl. The product is [Br:1][C:2]1[CH:3]=[C:4]([N:13]([CH:14]2[CH2:19][CH2:18][O:17][CH2:16][CH2:15]2)[CH2:20][C:22]([F:25])([F:24])[F:23])[C:5]([CH3:12])=[C:6]([CH:11]=1)[C:7]([O:9][CH3:10])=[O:8]. The yield is 0.910. (2) The reactants are C([O:3][C:4](=[O:28])[CH2:5][N:6]1[CH2:11][CH2:10][N:9]([C:12](=[O:27])[CH2:13][CH2:14][C:15]2[CH:20]=[C:19]([O:21][CH3:22])[C:18]([O:23][CH3:24])=[C:17]([O:25][CH3:26])[CH:16]=2)[CH2:8][CH2:7]1)C.[OH-].[Na+].Cl. The catalyst is CO.CCOC(C)=O. The product is [CH3:26][O:25][C:17]1[CH:16]=[C:15]([CH2:14][CH2:13][C:12]([N:9]2[CH2:8][CH2:7][N:6]([CH2:5][C:4]([OH:28])=[O:3])[CH2:11][CH2:10]2)=[O:27])[CH:20]=[C:19]([O:21][CH3:22])[C:18]=1[O:23][CH3:24]. The yield is 0.950. (3) The reactants are [C:1]([O:5][C:6]([N:8]1[CH2:13][CH2:12][CH:11]([C:14](=[O:26])[C:15]2[CH:20]=[CH:19][CH:18]=[C:17]([C:21]([F:24])([F:23])[F:22])[C:16]=2F)[CH2:10][CH2:9]1)=[O:7])([CH3:4])([CH3:3])[CH3:2].[C:27]([O:31][CH3:32])(=[O:30])[CH2:28][SH:29].C1COCC1.[H-].[Na+]. The catalyst is C(OCC)(=O)C.C(OCC)(=O)C.CCCCCCC. The product is [C:1]([O:5][C:6]([N:8]1[CH2:13][CH2:12][CH:11]([C:14]2([OH:26])[CH:28]([C:27]([O:31][CH3:32])=[O:30])[S:29][C:16]3[C:17]([C:21]([F:22])([F:24])[F:23])=[CH:18][CH:19]=[CH:20][C:15]2=3)[CH2:10][CH2:9]1)=[O:7])([CH3:4])([CH3:3])[CH3:2]. The yield is 0.560. (4) The reactants are [OH-].[Na+].[CH2:3]([C:5]1[CH:12]=[CH:11][C:8]([CH:9]=O)=[CH:7][CH:6]=1)[CH3:4].[N+:13]([CH3:16])([O-:15])=[O:14]. The catalyst is CO. The product is [CH2:3]([C:5]1[CH:12]=[CH:11][C:8](/[CH:9]=[CH:16]/[N+:13]([O-:15])=[O:14])=[CH:7][CH:6]=1)[CH3:4]. The yield is 0.520. (5) The catalyst is CC([O-])=O.CC([O-])=O.[Pd+2]. The yield is 0.810. The product is [CH3:54][O:55][C:56]([C:13]1[CH:14]=[C:15]2[C:10](=[CH:11][CH:12]=1)[CH2:9][N:8]([C:6]([O:5][C:1]([CH3:4])([CH3:3])[CH3:2])=[O:7])[CH2:16]2)=[O:57]. The reactants are [C:1]([O:5][C:6]([N:8]1[CH2:16][C:15]2[C:10](=[CH:11][CH:12]=[C:13](Br)[CH:14]=2)[CH2:9]1)=[O:7])([CH3:4])([CH3:3])[CH3:2].C1C=CC(P(C2C=CC=CC=2)CCCP(C2C=CC=CC=2)C2C=CC=CC=2)=CC=1.CO.CS(C)=O.C[CH2:54][O:55][C:56](C)=[O:57].CCCCCC. (6) The yield is 0.400. The product is [O:20]=[C:17]1[C:8]2[CH:9]=[CH:10][CH:11]=[C:12]3[O:13][C:14]4[CH:15]=[CH:16][C:3]([CH2:2][O:1][P:21](=[O:22])([O:31][CH2:32][C:33]5[CH:38]=[CH:37][CH:36]=[CH:35][CH:34]=5)[O:23][CH2:24][C:25]5[CH:30]=[CH:29][CH:28]=[CH:27][CH:26]=5)=[CH:4][C:5]=4[C:6]([C:7]=23)=[N:19][NH:18]1. The reactants are [OH:1][CH2:2][C:3]1[CH:16]=[CH:15][C:14]2[O:13][C:12]3[C:7]4=[C:8]([C:17](=[O:20])[NH:18][N:19]=[C:6]4[C:5]=2[CH:4]=1)[CH:9]=[CH:10][CH:11]=3.[P:21]([O-])([O:31][CH2:32][C:33]1[CH:38]=[CH:37][CH:36]=[CH:35][CH:34]=1)([O:23][CH2:24][C:25]1[CH:30]=[CH:29][CH:28]=[CH:27][CH:26]=1)=[O:22].C1(P(C2C=CC=CC=2)C2C=CC=CC=2)C=CC=CC=1.N(C(OC(C)C)=O)=NC(OC(C)C)=O. The catalyst is CN(C=O)C. (7) The reactants are [CH2:1]([O:3][C:4]([C:6]1[CH:7]([C:21]2[CH:26]=[CH:25][CH:24]=[CH:23][CH:22]=2)[N:8](S(C2C=CC(C)=CC=2)(=O)=O)[CH2:9][CH:10]=1)=[O:5])[CH3:2].CC(C)([O-])C.[K+]. The catalyst is C1COCC1.C(OCC)C. The product is [CH2:1]([O:3][C:4]([C:6]1[CH:10]=[CH:9][NH:8][C:7]=1[C:21]1[CH:26]=[CH:25][CH:24]=[CH:23][CH:22]=1)=[O:5])[CH3:2]. The yield is 0.800.